This data is from Catalyst prediction with 721,799 reactions and 888 catalyst types from USPTO. The task is: Predict which catalyst facilitates the given reaction. (1) Reactant: Cl.[NH:2]1[CH2:7][CH2:6][CH2:5][CH:4]([C:8]2[CH:23]=[CH:22][C:11]([O:12][C:13]3[CH:21]=[CH:20][C:16]([C:17]([NH2:19])=[O:18])=[CH:15][N:14]=3)=[CH:10][CH:9]=2)[CH2:3]1.Br[CH2:25][CH2:26][C:27]1[CH:32]=[CH:31][CH:30]=[CH:29][CH:28]=1.C(=O)([O-])[O-].[K+].[K+]. Product: [CH2:25]([N:2]1[CH2:7][CH2:6][CH2:5][CH:4]([C:8]2[CH:9]=[CH:10][C:11]([O:12][C:13]3[CH:21]=[CH:20][C:16]([C:17]([NH2:19])=[O:18])=[CH:15][N:14]=3)=[CH:22][CH:23]=2)[CH2:3]1)[CH2:26][C:27]1[CH:32]=[CH:31][CH:30]=[CH:29][CH:28]=1. The catalyst class is: 9. (2) Reactant: [Si:1]([O:8][CH2:9][CH:10]=[C:11]1[C:16]2[CH:17]=[C:18]([C:20]([NH2:22])=[O:21])[S:19][C:15]=2[CH2:14][CH2:13][C:12]1([F:24])[F:23])([C:4]([CH3:7])([CH3:6])[CH3:5])([CH3:3])[CH3:2].C(N(CC)CC)C. Product: [Si:1]([O:8][CH2:9][CH2:10][CH:11]1[C:16]2[CH:17]=[C:18]([C:20]([NH2:22])=[O:21])[S:19][C:15]=2[CH2:14][CH2:13][C:12]1([F:24])[F:23])([C:4]([CH3:6])([CH3:7])[CH3:5])([CH3:3])[CH3:2]. The catalyst class is: 63. (3) Reactant: C([O:8][C:9]1[CH:14]=[CH:13][C:12]([CH:15]([OH:32])[CH2:16][N:17](CC2C=CC=CC=2)CC2C=CC=CC=2)=[CH:11][C:10]=1[NH:33][S:34]([CH3:37])(=[O:36])=[O:35])C1C=CC=CC=1.C([O-])=O.[NH4+]. Product: [NH2:17][CH2:16][CH:15]([C:12]1[CH:13]=[CH:14][C:9]([OH:8])=[C:10]([NH:33][S:34]([CH3:37])(=[O:36])=[O:35])[CH:11]=1)[OH:32]. The catalyst class is: 43. (4) Reactant: [Br:1][C:2]1[CH:11]=[CH:10][CH:9]=[C:8]2[C:3]=1[CH2:4][C@H:5]([CH2:12][O:13][Si:14]([C:17]([CH3:20])([CH3:19])[CH3:18])([CH3:16])[CH3:15])[N:6]=[CH:7]2.[CH3:21][Mg]Cl. Product: [Br:1][C:2]1[CH:11]=[CH:10][CH:9]=[C:8]2[C:3]=1[CH2:4][C@H:5]([CH2:12][O:13][Si:14]([C:17]([CH3:20])([CH3:19])[CH3:18])([CH3:15])[CH3:16])[NH:6][C@H:7]2[CH3:21]. The catalyst class is: 27. (5) Reactant: CCN(C(C)C)C(C)C.[N:10]1[CH:15]=[CH:14][CH:13]=[C:12]([N:16]2[CH:20]=[C:19]([C:21]([NH:23][CH2:24][C:25]([OH:27])=O)=[O:22])[N:18]=[N:17]2)[CH:11]=1.NC1C=NC=CC=1.C1C=CC2N(O)N=NC=2C=1.CCN=C=NCCCN(C)C.Cl.[F:57][C:58]1[CH:70]=[CH:69][C:68]([F:71])=[CH:67][C:59]=1[O:60][CH:61]1[CH2:66][CH2:65][NH:64][CH2:63][CH2:62]1.Cl.ClC1C=CC=CC=1OC1CCNCC1. Product: [F:57][C:58]1[CH:70]=[CH:69][C:68]([F:71])=[CH:67][C:59]=1[O:60][CH:61]1[CH2:62][CH2:63][N:64]([C:25](=[O:27])[CH2:24][NH:23][C:21]([C:19]2[N:18]=[N:17][N:16]([C:12]3[CH:11]=[N:10][CH:15]=[CH:14][CH:13]=3)[CH:20]=2)=[O:22])[CH2:65][CH2:66]1. The catalyst class is: 18. (6) The catalyst class is: 40. Reactant: [CH2:1]([O:3][C:4](=[O:25])[C:5]([NH:21][C:22](=[O:24])[CH3:23])([CH2:11][C:12]1[C:20]2[C:15](=[CH:16][N:17]=[CH:18][CH:19]=2)[NH:14][CH:13]=1)C(OCC)=O)[CH3:2].[OH-].[K+].Cl. Product: [CH2:1]([O:3][C:4](=[O:25])[CH:5]([NH:21][C:22](=[O:24])[CH3:23])[CH2:11][C:12]1[C:20]2[C:15](=[CH:16][N:17]=[CH:18][CH:19]=2)[NH:14][CH:13]=1)[CH3:2]. (7) Reactant: [CH3:1][O:2][CH2:3][CH2:4][N:5]([CH2:19][C:20]1[CH:25]=[CH:24][C:23]([S:26][C:27]([CH3:36])([CH3:35])[C:28]([O:30]C(C)(C)C)=[O:29])=[CH:22][CH:21]=1)[C:6]1[CH:11]=[CH:10][N:9]=[C:8]([C:12]2[CH:17]=[CH:16][CH:15]=[C:14]([CH3:18])[CH:13]=2)[N:7]=1.[ClH:37]. Product: [ClH:37].[CH3:1][O:2][CH2:3][CH2:4][N:5]([CH2:19][C:20]1[CH:21]=[CH:22][C:23]([S:26][C:27]([CH3:36])([CH3:35])[C:28]([OH:30])=[O:29])=[CH:24][CH:25]=1)[C:6]1[CH:11]=[CH:10][N:9]=[C:8]([C:12]2[CH:17]=[CH:16][CH:15]=[C:14]([CH3:18])[CH:13]=2)[N:7]=1. The catalyst class is: 12. (8) Reactant: FC(F)(F)C(O)=O.[F:8][CH:9]([F:48])[O:10][CH2:11][C@@H:12]([O:14][C:15]1[CH:16]=[C:17]([CH:33]=[C:34]([O:36][C:37]2[CH:42]=[N:41][C:40]([C:43](=[O:47])[N:44]([CH3:46])[CH3:45])=[CH:39][N:38]=2)[CH:35]=1)[C:18]([NH:20][C:21]1[CH:25]=[CH:24][N:23](C(OC(C)(C)C)=O)[N:22]=1)=[O:19])[CH3:13]. Product: [F:48][CH:9]([F:8])[O:10][CH2:11][C@@H:12]([O:14][C:15]1[CH:35]=[C:34]([CH:33]=[C:17]([C:18](=[O:19])[NH:20][C:21]2[CH:25]=[CH:24][NH:23][N:22]=2)[CH:16]=1)[O:36][C:37]1[N:38]=[CH:39][C:40]([C:43]([N:44]([CH3:46])[CH3:45])=[O:47])=[N:41][CH:42]=1)[CH3:13]. The catalyst class is: 2.